Dataset: CYP1A2 inhibition data for predicting drug metabolism from PubChem BioAssay. Task: Regression/Classification. Given a drug SMILES string, predict its absorption, distribution, metabolism, or excretion properties. Task type varies by dataset: regression for continuous measurements (e.g., permeability, clearance, half-life) or binary classification for categorical outcomes (e.g., BBB penetration, CYP inhibition). Dataset: cyp1a2_veith. (1) The compound is O=C(O)C1=CCCN(CCOC(c2ccc(C(F)(F)F)cc2)c2ccc(C(F)(F)F)cc2)C1. The result is 0 (non-inhibitor). (2) The compound is O=C(Nc1ccsc1C(=O)NC1CCCCC1)c1ccc(F)cc1. The result is 1 (inhibitor). (3) The drug is C#CCCCO/N=C1\[C@@H]2CCn3c(=O)n(-c4ccccc4)c(=O)n3[C@H]2[C@H](O)[C@H]2O[C@H]12. The result is 0 (non-inhibitor). (4) The compound is c1ccc(CNc2cc(-c3cccnc3)ncn2)cc1. The result is 1 (inhibitor). (5) The compound is Cn1cnc2c(NC3CCCC3)ncnc21. The result is 1 (inhibitor).